Dataset: Catalyst prediction with 721,799 reactions and 888 catalyst types from USPTO. Task: Predict which catalyst facilitates the given reaction. Reactant: C[C:2]1[C:10]([C:11]2[CH:12]=[CH:13][C:14]3[O:15][C:16]([CH3:22])([CH3:21])[CH2:17][NH:18][C:19]=3[N:20]=2)=[CH:9][CH:8]=[CH:7][C:3]=1[C:4]([OH:6])=O.[CH3:23][N:24](C(ON1N=NC2C=CC=NC1=2)=[N+](C)C)[CH3:25].F[P-](F)(F)(F)(F)F.C(N(C(C)C)CC)(C)C. The catalyst class is: 18. Product: [CH3:22][C:16]1([CH3:21])[O:15][C:14]2[CH:13]=[CH:12][C:11]([C:10]3[CH:2]=[C:3]([CH:7]=[CH:8][CH:9]=3)[C:4]([N:24]([CH3:25])[CH3:23])=[O:6])=[N:20][C:19]=2[NH:18][CH2:17]1.